From a dataset of Forward reaction prediction with 1.9M reactions from USPTO patents (1976-2016). Predict the product of the given reaction. (1) Given the reactants [CH2:1]([O:8][C:9]1[CH:10]=[CH:11][C:12]([S:19]([CH:22]2[CH2:27][CH2:26][NH:25][CH2:24][CH2:23]2)(=[O:21])=[O:20])=[C:13]2[C:18]=1[N:17]=[CH:16][CH:15]=[CH:14]2)[C:2]1[CH:7]=[CH:6][CH:5]=[CH:4][CH:3]=1.[F:28][C:29]1[CH:36]=[CH:35][C:32]([CH:33]=O)=[CH:31][CH:30]=1.O([BH-](OC(C)=O)OC(C)=O)C(C)=O.[Na+], predict the reaction product. The product is: [CH2:1]([O:8][C:9]1[CH:10]=[CH:11][C:12]([S:19]([CH:22]2[CH2:27][CH2:26][N:25]([CH2:33][C:32]3[CH:35]=[CH:36][C:29]([F:28])=[CH:30][CH:31]=3)[CH2:24][CH2:23]2)(=[O:21])=[O:20])=[C:13]2[C:18]=1[N:17]=[CH:16][CH:15]=[CH:14]2)[C:2]1[CH:3]=[CH:4][CH:5]=[CH:6][CH:7]=1. (2) The product is: [CH2:1]([O:3][C:4](=[O:28])[C@@H:5]([NH2:10])[CH2:6][CH2:7][CH2:8][N:9]([CH2:31][CH2:39][CH3:40])[CH2:35][CH2:36][CH3:37])[CH3:2]. Given the reactants [CH2:1]([O:3][C:4](=[O:28])[C@@H:5]([NH:10]C(OCC1C2C=CC=CC=2C2C1=CC=CC=2)=O)[CH2:6][CH2:7][CH2:8][NH2:9])[CH3:2].[OH-].[Na+].[C:31]([BH3-])#N.[Na+].[CH:35](=O)[CH2:36][CH3:37].[CH2:39](O)[CH3:40], predict the reaction product. (3) Given the reactants I[C:2]1[CH:7]=[CH:6][C:5]([NH:8][CH2:9][CH2:10][N:11]2[CH2:15][CH2:14][CH2:13][CH2:12]2)=[CH:4][CH:3]=1.[Cl:16][C:17]1[CH:22]=[CH:21][C:20]([C:23]2[CH:24]=[CH:25][C:26]([C:29]#[CH:30])=[N:27][CH:28]=2)=[CH:19][CH:18]=1, predict the reaction product. The product is: [Cl:16][C:17]1[CH:18]=[CH:19][C:20]([C:23]2[CH:24]=[CH:25][C:26]([C:29]#[C:30][C:2]3[CH:7]=[CH:6][C:5]([NH:8][CH2:9][CH2:10][N:11]4[CH2:15][CH2:14][CH2:13][CH2:12]4)=[CH:4][CH:3]=3)=[N:27][CH:28]=2)=[CH:21][CH:22]=1. (4) Given the reactants [N+]([C:4]1[C:17]2[C:16](=[O:18])[C:15]3[C:10](=[C:11]([N+:19]([O-:21])=[O:20])[CH:12]=[CH:13][CH:14]=3)[C:9](=[O:22])[C:8]=2[CH:7]=[CH:6][CH:5]=1)([O-])=O.[C:23]1([OH:29])[CH:28]=[CH:27][CH:26]=[CH:25][CH:24]=1.C(=O)([O-])[O-].[K+].[K+].S(=O)(=O)(O)O, predict the reaction product. The product is: [O:29]([C:4]1[C:17]2[C:16](=[O:18])[C:15]3[C:10](=[C:11]([N+:19]([O-:21])=[O:20])[CH:12]=[CH:13][CH:14]=3)[C:9](=[O:22])[C:8]=2[CH:7]=[CH:6][CH:5]=1)[C:23]1[CH:28]=[CH:27][CH:26]=[CH:25][CH:24]=1. (5) Given the reactants [Cl:1][C:2]1[CH:3]=[C:4]([C:9]2([CH2:23][O:24]C3C=CC(OC)=CC=3)[O:15][CH2:14][CH2:13][N:12]([C:16]([O:18][C:19]([CH3:22])([CH3:21])[CH3:20])=[O:17])[CH2:11][CH2:10]2)[CH:5]=[CH:6][C:7]=1[Cl:8], predict the reaction product. The product is: [Cl:1][C:2]1[CH:3]=[C:4]([C:9]2([CH2:23][OH:24])[O:15][CH2:14][CH2:13][N:12]([C:16]([O:18][C:19]([CH3:20])([CH3:21])[CH3:22])=[O:17])[CH2:11][CH2:10]2)[CH:5]=[CH:6][C:7]=1[Cl:8]. (6) Given the reactants [C:1]([O:5][C:6](=[O:28])[NH:7][CH:8]1[CH2:17][CH2:16][C:15]2[C:10](=[CH:11][C:12]([C:18]#[N:19])=[CH:13][CH:14]=2)[CH:9]1[CH2:20][C:21]1[CH:26]=[CH:25][C:24](Cl)=[CH:23][CH:22]=1)([CH3:4])([CH3:3])[CH3:2], predict the reaction product. The product is: [C:1]([O:5][C:6](=[O:28])[NH:7][CH:8]1[CH2:17][CH2:16][C:15]2[C:10](=[CH:11][C:12]([CH2:18][NH2:19])=[CH:13][CH:14]=2)[CH:9]1[CH2:20][C:21]1[CH:22]=[CH:23][CH:24]=[CH:25][CH:26]=1)([CH3:4])([CH3:2])[CH3:3]. (7) Given the reactants [NH2:1][C:2]1[C:7]([N+:8]([O-:10])=[O:9])=[CH:6][CH:5]=[C:4]([Br:11])[N:3]=1.[C:12](O[C:12](=[O:15])[CH2:13][CH3:14])(=[O:15])[CH2:13][CH3:14].C(O)(=O)CC.S(=O)(=O)(O)O, predict the reaction product. The product is: [Br:11][C:4]1[N:3]=[C:2]([NH:1][C:12](=[O:15])[CH2:13][CH3:14])[C:7]([N+:8]([O-:10])=[O:9])=[CH:6][CH:5]=1.